Dataset: Full USPTO retrosynthesis dataset with 1.9M reactions from patents (1976-2016). Task: Predict the reactants needed to synthesize the given product. Given the product [N:1]([CH2:6][C:7]1[CH:8]=[C:9]([CH:14]=[CH:15][CH:16]=1)[C:10]([O:12][CH3:13])=[O:11])=[N+:2]=[N-:3], predict the reactants needed to synthesize it. The reactants are: [N-:1]=[N+:2]=[N-:3].[Na+].Br[CH2:6][C:7]1[CH:8]=[C:9]([CH:14]=[CH:15][CH:16]=1)[C:10]([O:12][CH3:13])=[O:11].